Dataset: Catalyst prediction with 721,799 reactions and 888 catalyst types from USPTO. Task: Predict which catalyst facilitates the given reaction. Reactant: [Br:1][C:2]1[CH:7]=[C:6]([N+:8]([O-])=O)[CH:5]=[CH:4][C:3]=1[CH2:11][CH3:12]. Product: [Br:1][C:2]1[CH:7]=[C:6]([CH:5]=[CH:4][C:3]=1[CH2:11][CH3:12])[NH2:8]. The catalyst class is: 94.